Dataset: Peptide-MHC class I binding affinity with 185,985 pairs from IEDB/IMGT. Task: Regression. Given a peptide amino acid sequence and an MHC pseudo amino acid sequence, predict their binding affinity value. This is MHC class I binding data. (1) The peptide sequence is FEDQLLPF. The MHC is H-2-Db with pseudo-sequence H-2-Db. The binding affinity (normalized) is 0.476. (2) The peptide sequence is WLKHIEKNY. The MHC is HLA-B07:02 with pseudo-sequence HLA-B07:02. The binding affinity (normalized) is 0.0847. (3) The peptide sequence is YMIKKLLKI. The MHC is HLA-A68:02 with pseudo-sequence HLA-A68:02. The binding affinity (normalized) is 0.149. (4) The peptide sequence is QFLSFASLF. The MHC is HLA-A03:01 with pseudo-sequence HLA-A03:01. The binding affinity (normalized) is 0.0847. (5) The peptide sequence is SEDKIKAIL. The MHC is H-2-Kd with pseudo-sequence H-2-Kd. The binding affinity (normalized) is 0.00461.